From a dataset of Forward reaction prediction with 1.9M reactions from USPTO patents (1976-2016). Predict the product of the given reaction. (1) Given the reactants [F:1][C:2]1[CH:24]=[CH:23][C:5]([CH2:6][N:7]2[C:11]3=[CH:12][N:13]=[C:14]([C:20]([OH:22])=O)[C:15]([CH2:16][CH2:17][CH2:18]O)=[C:10]3[CH:9]=[CH:8]2)=[CH:4][CH:3]=1.C(N(CC)CC)C.CN(C([O:39][N:40]1N=NC2C=CC=NC1=2)=[N+](C)C)C.F[P-](F)(F)(F)(F)F.O1CCCCC1ON, predict the reaction product. The product is: [F:1][C:2]1[CH:24]=[CH:23][C:5]([CH2:6][N:7]2[C:11]3=[CH:12][N:13]=[C:14]4[C:15]([CH2:16][CH2:17][CH2:18][N:40]([OH:39])[C:20]4=[O:22])=[C:10]3[CH:9]=[CH:8]2)=[CH:4][CH:3]=1. (2) Given the reactants [CH3:1][O:2][C:3]1[CH:8]=[CH:7][C:6](B(O)O)=[CH:5][CH:4]=1.Br[C:13]1[CH:14]=[C:15]([CH:18]=[CH:19][C:20]=1[Cl:21])[CH:16]=[O:17].C(=O)([O-])[O-].[K+].[K+], predict the reaction product. The product is: [Cl:21][C:20]1[CH:19]=[CH:18][C:15]([CH:16]=[O:17])=[CH:14][C:13]=1[C:6]1[CH:7]=[CH:8][C:3]([O:2][CH3:1])=[CH:4][CH:5]=1.